Dataset: Catalyst prediction with 721,799 reactions and 888 catalyst types from USPTO. Task: Predict which catalyst facilitates the given reaction. Reactant: [CH2:1]([NH:6][C:7]1[N:8]=[CH:9][NH:10][C:11]=1[C:12](=[S:14])[NH2:13])[CH2:2][CH2:3][CH2:4][CH3:5].[CH3:15]I. Product: [CH2:1]([NH:6][C:7]1[N:8]=[CH:9][NH:10][C:11]=1[C:12]([S:14][CH3:15])=[NH:13])[CH2:2][CH2:3][CH2:4][CH3:5]. The catalyst class is: 21.